From a dataset of Full USPTO retrosynthesis dataset with 1.9M reactions from patents (1976-2016). Predict the reactants needed to synthesize the given product. (1) Given the product [CH3:12][C:4]1[C:3]([CH3:13])=[C:2]([O:1][CH2:17][C:18]([CH3:27])=[CH:19][C:20]2[CH:21]=[CH:22][C:23]([CH3:26])=[CH:24][CH:25]=2)[CH:7]=[C:6]([CH3:8])[C:5]=1[NH:9][CH:10]=[O:11], predict the reactants needed to synthesize it. The reactants are: [OH:1][C:2]1[CH:7]=[C:6]([CH3:8])[C:5]([NH:9][CH:10]=[O:11])=[C:4]([CH3:12])[C:3]=1[CH3:13].[H-].[Na+].Br[CH2:17][C:18]([CH3:27])=[CH:19][C:20]1[CH:25]=[CH:24][C:23]([CH3:26])=[CH:22][CH:21]=1.O. (2) Given the product [C:1]([O:5][C:6]([N:8]1[CH2:28][CH2:27][N:11]2[C:12](=[O:26])[C:13]3[C:18]([C@@H:10]2[CH2:9]1)=[CH:17][C:16]([CH2:19][OH:29])=[CH:15][C:14]=3[C:22]([F:24])([F:23])[F:25])=[O:7])([CH3:4])([CH3:3])[CH3:2], predict the reactants needed to synthesize it. The reactants are: [C:1]([O:5][C:6]([N:8]1[CH2:28][CH2:27][N:11]2[C:12](=[O:26])[C:13]3[C:18]([C@@H:10]2[CH2:9]1)=[CH:17][C:16](/[CH:19]=C\C)=[CH:15][C:14]=3[C:22]([F:25])([F:24])[F:23])=[O:7])([CH3:4])([CH3:3])[CH3:2].[O:29]=[O+][O-].[BH4-].[Na+].C([O-])(O)=O.[Na+].C(OC(OC(C)(C)C)=O)(OC(C)(C)C)=O.